Dataset: Forward reaction prediction with 1.9M reactions from USPTO patents (1976-2016). Task: Predict the product of the given reaction. (1) Given the reactants [CH:1](=[O:8])[C:2]1[CH:7]=[CH:6][CH:5]=[CH:4][CH:3]=1.[Li][CH2:10][CH2:11][CH2:12][CH3:13].[SiH:14](Cl)([CH:18]([CH3:20])[CH3:19])[CH:15]([CH3:17])[CH3:16], predict the reaction product. The product is: [CH2:10]([CH:1]1[O:8][Si:14]([CH:18]([CH3:20])[CH3:19])([CH:15]([CH3:17])[CH3:16])[C:3]2[CH:4]=[CH:5][CH:6]=[CH:7][C:2]1=2)[CH2:11][CH2:12][CH3:13]. (2) Given the reactants [C:1]([C:5]1[CH:10]=[CH:9][C:8]([N:11]2[CH2:15][C@H:14]([CH2:16][N:17]=[N+:18]=[N-:19])[O:13][C:12]2=[O:20])=[CH:7][CH:6]=1)([CH3:4])([CH3:3])[CH3:2].[C:21]12CC(CC1)=C[CH:22]=2, predict the reaction product. The product is: [C:1]([C:5]1[CH:6]=[CH:7][C:8]([N:11]2[CH2:15][C@H:14]([CH2:16][N:17]3[CH:22]=[CH:21][N:19]=[N:18]3)[O:13][C:12]2=[O:20])=[CH:9][CH:10]=1)([CH3:4])([CH3:2])[CH3:3]. (3) Given the reactants [F:1][C:2]1[CH:3]=[C:4]2[C:8](=[CH:9][CH:10]=1)[C:7](=[O:11])[CH2:6][CH2:5]2.[C:12]([OH:16])(=[O:15])[CH:13]=O.S(=O)(=O)(O)O.O, predict the reaction product. The product is: [F:1][C:2]1[CH:3]=[C:4]2[C:8](=[CH:9][CH:10]=1)[C:7](=[O:11])[CH:6]([CH2:13][C:12]([OH:16])=[O:15])[CH2:5]2. (4) Given the reactants [CH3:1][N:2]1[C:6]2[CH:7]=[CH:8][C:9]([CH2:11][C:12]([C:15]([C:17]([CH3:40])([CH3:39])[CH2:18][C:19]3[CH:38]=[CH:37][C:22]4[N:23]([CH3:36])[C:24]([CH2:26][NH:27][C:28]5[CH:33]=[CH:32][C:31]([C:34]#[N:35])=[CH:30][CH:29]=5)=[N:25][C:21]=4[CH:20]=3)=[O:16])([CH3:14])[CH3:13])=[CH:10][C:5]=2[N:4]=[C:3]1[CH2:41][NH:42][C:43]1[CH:48]=[CH:47][C:46]([C:49]#[N:50])=[CH:45][CH:44]=1.[ClH:51].C(=O)([O-])[O-].[NH4+:56].[NH4+:57], predict the reaction product. The product is: [ClH:51].[CH3:36][N:23]1[C:22]2[CH:37]=[CH:38][C:19]([CH2:18][C:17]([C:15]([C:12]([CH3:14])([CH3:13])[CH2:11][C:9]3[CH:8]=[CH:7][C:6]4[N:2]([CH3:1])[C:3]([CH2:41][NH:42][C:43]5[CH:48]=[CH:47][C:46]([C:49](=[NH:56])[NH2:50])=[CH:45][CH:44]=5)=[N:4][C:5]=4[CH:10]=3)=[O:16])([CH3:40])[CH3:39])=[CH:20][C:21]=2[N:25]=[C:24]1[CH2:26][NH:27][C:28]1[CH:33]=[CH:32][C:31]([C:34](=[NH:57])[NH2:35])=[CH:30][CH:29]=1. (5) Given the reactants OC1C=[CH:6][C:5]([NH:8][C:9]2C([N+]([O-])=O)=[CH:13][CH:12]=[C:11](Cl)[N:10]=2)=CC=1.C([N:21](CC)CC)C, predict the reaction product. The product is: [NH2:21][CH2:13][CH2:12][CH2:11][N:10]1[CH:6]=[CH:5][N:8]=[CH:9]1. (6) Given the reactants [C:1](O)([C:3]([F:6])([F:5])[F:4])=[O:2].[C:1](O[C:1]([C:3]([F:6])([F:5])[F:4])=[O:2])([C:3]([F:6])([F:5])[F:4])=[O:2].[Br:21][C:22]1[CH:23]=[C:24]([NH:30][CH2:31][CH:32](OCC)OCC)[CH:25]=[C:26]([O:28][CH3:29])[CH:27]=1, predict the reaction product. The product is: [Br:21][C:22]1[CH:23]=[C:24]2[C:25]([CH:32]=[CH:31][N:30]2[C:1](=[O:2])[C:3]([F:6])([F:5])[F:4])=[C:26]([O:28][CH3:29])[CH:27]=1. (7) Given the reactants [NH2:1][CH:2]([CH2:32][C:33]1[CH:38]=[CH:37][C:36]([F:39])=[CH:35][CH:34]=1)[C:3]([N:5]1[CH2:10][CH2:9][N:8]([CH:11]([CH2:16][C:17]2[CH:26]=[CH:25][C:24]3[C:19](=[CH:20][CH:21]=[CH:22][CH:23]=3)[CH:18]=2)[C:12]([NH:14][CH3:15])=[O:13])[C:7](=O)[CH:6]1[CH2:28][CH:29]1[CH2:31][CH2:30]1)=[O:4].[C:40]([O:44][C:45]([NH:47][C:48]1([C:51]([OH:53])=O)[CH2:50][CH2:49]1)=[O:46])([CH3:43])([CH3:42])[CH3:41].ON1C2C=CC=CC=2N=N1.CN1CCOCC1.CN(C)CCCN=C=NCC, predict the reaction product. The product is: [C:40]([O:44][C:45](=[O:46])[NH:47][C:48]1([C:51](=[O:53])[NH:1][CH:2]([CH2:32][C:33]2[CH:38]=[CH:37][C:36]([F:39])=[CH:35][CH:34]=2)[C:3]([N:5]2[CH2:10][CH2:9][N:8]([CH:11]([C:12](=[O:13])[NH:14][CH3:15])[CH2:16][C:17]3[CH:26]=[CH:25][C:24]4[C:19](=[CH:20][CH:21]=[CH:22][CH:23]=4)[CH:18]=3)[CH2:7][CH:6]2[CH2:28][CH:29]2[CH2:31][CH2:30]2)=[O:4])[CH2:49][CH2:50]1)([CH3:41])([CH3:42])[CH3:43].